From a dataset of Reaction yield outcomes from USPTO patents with 853,638 reactions. Predict the reaction yield, written as a fraction of the theoretical maximum amount of product (1.0 means a 100% yield; for example, 0.34 means a 34% yield). (1) The reactants are [O:1]=[C:2]1[C:7]2[NH:8][C:9]3[CH:10]=[CH:11][CH:12]=[CH:13][C:14]=3[C:6]=2[N:5]=[C:4]([S:15][CH2:16][C:17]([OH:19])=O)[N:3]1[C:20]1[CH:25]=[CH:24][CH:23]=[CH:22][CH:21]=1.[CH3:26][C:27]([CH3:32])([CH3:31])[CH2:28][CH2:29][NH2:30].C(N(CC)CC)C.CN(C(ON1N=NC2C=CC=NC1=2)=[N+](C)C)C.F[P-](F)(F)(F)(F)F. No catalyst specified. The product is [CH3:26][C:27]([CH3:32])([CH3:31])[CH2:28][CH2:29][NH:30][C:17](=[O:19])[CH2:16][S:15][C:4]1[N:3]([C:20]2[CH:25]=[CH:24][CH:23]=[CH:22][CH:21]=2)[C:2](=[O:1])[C:7]2[NH:8][C:9]3[CH:10]=[CH:11][CH:12]=[CH:13][C:14]=3[C:6]=2[N:5]=1. The yield is 0.600. (2) The reactants are C[O:2][C:3]1[CH:8]=[CH:7][C:6]([C:9]2([C:12]([O:14][CH3:15])=[O:13])[CH2:11][CH2:10]2)=[CH:5][CH:4]=1.CCS.[Al+3].[Cl-].[Cl-].[Cl-]. The catalyst is C(Cl)Cl. The product is [CH3:15][O:14][C:12]([C:9]1([C:6]2[CH:5]=[CH:4][C:3]([OH:2])=[CH:8][CH:7]=2)[CH2:10][CH2:11]1)=[O:13]. The yield is 0.950. (3) The reactants are Br.[N+:2]([C:5]1[CH:10]=[CH:9][C:8]([CH2:11][C@@H:12]([C:14]2[N:15]=[C:16]([C:19]3[S:20][CH:21]=[CH:22][CH:23]=3)[S:17][CH:18]=2)[NH2:13])=[CH:7][CH:6]=1)([O-:4])=[O:3].CCN(CC)CC.[CH2:31]([N:38]=[C:39]=[O:40])[C:32]1[CH:37]=[CH:36][CH:35]=[CH:34][CH:33]=1. The catalyst is C(Cl)Cl. The product is [CH2:31]([NH:38][C:39]([NH:13][C@H:12]([C:14]1[N:15]=[C:16]([C:19]2[S:20][CH:21]=[CH:22][CH:23]=2)[S:17][CH:18]=1)[CH2:11][C:8]1[CH:7]=[CH:6][C:5]([N+:2]([O-:4])=[O:3])=[CH:10][CH:9]=1)=[O:40])[C:32]1[CH:37]=[CH:36][CH:35]=[CH:34][CH:33]=1. The yield is 0.960. (4) The reactants are [Cl:1][C:2]1[CH:3]=[N+:4]([O-:22])[CH:5]=[C:6]([Cl:21])[C:7]=1[CH2:8][C@@H:9]([C:11]1[CH:16]=[CH:15][C:14]([O:17][CH3:18])=[C:13]([O:19][CH3:20])[CH:12]=1)[OH:10].[C:23]([C:26]1[CH:33]=[CH:32][C:29]([CH:30]=[O:31])=[CH:28][CH:27]=1)(O)=[O:24].Cl.CN(C)CCCN=C=NCC. The catalyst is CN(C)C1C=CN=CC=1.C(Cl)Cl. The product is [Cl:21][C:6]1[CH:5]=[N+:4]([O-:22])[CH:3]=[C:2]([Cl:1])[C:7]=1[CH2:8][C@@H:9]([C:11]1[CH:16]=[CH:15][C:14]([O:17][CH3:18])=[C:13]([O:19][CH3:20])[CH:12]=1)[O:10][C:30](=[O:31])[C:29]1[CH:32]=[CH:33][C:26]([CH:23]=[O:24])=[CH:27][CH:28]=1. The yield is 0.760.